From a dataset of Catalyst prediction with 721,799 reactions and 888 catalyst types from USPTO. Predict which catalyst facilitates the given reaction. (1) Reactant: C([O-])([O-])=O.[Cs+].[Cs+].CS([O:11][CH2:12][C:13]([CH3:18])([CH3:17])[CH2:14][O:15][CH3:16])(=O)=O.[Br:19][C:20]1[C:25]([CH3:26])=[CH:24][C:23](O)=[CH:22][C:21]=1[CH3:28]. Product: [Br:19][C:20]1[C:25]([CH3:26])=[CH:24][C:23]([O:11][CH2:12][C:13]([CH3:18])([CH3:17])[CH2:14][O:15][CH3:16])=[CH:22][C:21]=1[CH3:28]. The catalyst class is: 9. (2) Reactant: [C:1]([C:3]1[CH:4]=[N:5][N:6]2[C:11](=[O:12])[C:10]([CH2:13][CH3:14])=[C:9]([C:15]([OH:17])=O)[N:8]([CH3:18])[C:7]=12)#[N:2].Cl.CN.[CH3:22][N:23](C(ON1N=NC2C=CC=NC1=2)=[N+](C)C)C.F[P-](F)(F)(F)(F)F.CCN(C(C)C)C(C)C. Product: [C:1]([C:3]1[CH:4]=[N:5][N:6]2[C:11](=[O:12])[C:10]([CH2:13][CH3:14])=[C:9]([C:15]([NH:23][CH3:22])=[O:17])[N:8]([CH3:18])[C:7]=12)#[N:2]. The catalyst class is: 3. (3) Reactant: Cl[C:2]1[C:7]([C:8]#[N:9])=[CH:6][CH:5]=[CH:4][N:3]=1.[SH:10][CH2:11][C:12]([O:14][CH2:15][CH3:16])=[O:13].C(=O)([O-])[O-].[Na+].[Na+].CCO. The catalyst class is: 6. Product: [NH2:9][C:8]1[C:7]2[C:2](=[N:3][CH:4]=[CH:5][CH:6]=2)[S:10][C:11]=1[C:12]([O:14][CH2:15][CH3:16])=[O:13]. (4) Reactant: [F:1][C:2]1[CH:3]=[C:4]([C:8]2[CH:16]=[CH:15][CH:14]=[C:13]3[C:9]=2/[C:10](=[CH:18]/[C:19]2[NH:20][C:21]([CH3:27])=[CH:22][C:23]=2[C:24]([OH:26])=O)/[C:11](=[O:17])[NH:12]3)[CH:5]=[CH:6][CH:7]=1.[CH3:28][N:29]1[CH2:34][CH2:33][CH:32]([CH2:35][NH2:36])[CH2:31][CH2:30]1.C1C=CC2N(O)N=NC=2C=1.C(Cl)CCl. Product: [CH3:28][N:29]1[CH2:34][CH2:33][CH:32]([CH2:35][NH:36][C:24]([C:23]2[CH:22]=[C:21]([CH3:27])[NH:20][C:19]=2/[CH:18]=[C:10]2\[C:11](=[O:17])[NH:12][C:13]3[C:9]\2=[C:8]([C:4]2[CH:5]=[CH:6][CH:7]=[C:2]([F:1])[CH:3]=2)[CH:16]=[CH:15][CH:14]=3)=[O:26])[CH2:31][CH2:30]1. The catalyst class is: 118. (5) Reactant: [C:1]([C:3]1[CH:8]=[CH:7][C:6]([CH2:9][CH2:10][C:11]([NH:13][CH2:14][CH2:15][CH2:16][NH:17][CH2:18][S:19]([C:22]2[CH:27]=[CH:26][CH:25]=[C:24]([Cl:28])[C:23]=2[Cl:29])(=[O:21])=[O:20])=[O:12])=[CH:5][CH:4]=1)#[N:2].[CH2:30](N)[CH2:31][NH2:32].[S]. Product: [Cl:29][C:23]1[C:24]([Cl:28])=[CH:25][CH:26]=[CH:27][C:22]=1[S:19]([CH2:18][NH:17][CH2:16][CH2:15][CH2:14][NH:13][C:11](=[O:12])[CH2:10][CH2:9][C:6]1[CH:5]=[CH:4][C:3]([C:1]2[NH:32][CH2:31][CH2:30][N:2]=2)=[CH:8][CH:7]=1)(=[O:21])=[O:20]. The catalyst class is: 6.